Dataset: Peptide-MHC class I binding affinity with 185,985 pairs from IEDB/IMGT. Task: Regression. Given a peptide amino acid sequence and an MHC pseudo amino acid sequence, predict their binding affinity value. This is MHC class I binding data. (1) The peptide sequence is FTSSFYNYV. The MHC is HLA-C08:02 with pseudo-sequence HLA-C08:02. The binding affinity (normalized) is 0.380. (2) The peptide sequence is SLMEHWALG. The MHC is HLA-B08:01 with pseudo-sequence HLA-B08:01. The binding affinity (normalized) is 0.